From a dataset of Forward reaction prediction with 1.9M reactions from USPTO patents (1976-2016). Predict the product of the given reaction. (1) Given the reactants [O:1]=[CH:2][C@@H:3]([C@H:5]([C@@H:7]([C@@H:9]([CH2:11][OH:12])[OH:10])[OH:8])[OH:6])[OH:4].[B-:13]1([F:26])([F:25])[N+:21]2=[CH:22][CH:23]=[CH:24][C:20]2=[CH:19][C:18]2[N:14]1[CH:15]=[CH:16][CH:17]=2, predict the reaction product. The product is: [B-:13]1([F:26])([F:25])[N+:21]2=[CH:22][CH:23]=[CH:24][C:20]2=[CH:19][C:18]2[N:14]1[CH:15]=[CH:16][CH:17]=2.[O:1]=[CH:2][C@@H:3]([C@H:5]([C@@H:7]([C@@H:9]([CH2:11][OH:12])[OH:10])[OH:8])[OH:6])[OH:4]. (2) The product is: [NH2:8][CH2:9][C:10]([NH:12][C:13]1[CH:14]=[CH:15][C:16]([OH:23])=[C:17]([CH:22]=1)[C:18]([O:20][CH3:21])=[O:19])=[O:11]. Given the reactants C(OC([NH:8][CH2:9][C:10]([NH:12][C:13]1[CH:14]=[CH:15][C:16]([OH:23])=[C:17]([CH:22]=1)[C:18]([O:20][CH3:21])=[O:19])=[O:11])=O)(C)(C)C, predict the reaction product. (3) Given the reactants [F:1][C:2]1[CH:8]=[C:7](I)[CH:6]=[CH:5][C:3]=1[NH2:4].[C:10]([Cu])#[N:11].CCOC(C)=O.Cl, predict the reaction product. The product is: [NH2:4][C:3]1[CH:5]=[CH:6][C:7]([C:10]#[N:11])=[CH:8][C:2]=1[F:1].